This data is from Forward reaction prediction with 1.9M reactions from USPTO patents (1976-2016). The task is: Predict the product of the given reaction. (1) Given the reactants [NH2:1][C:2]1[CH:3]=[C:4]([C:8]2[S:12][C:11]([C:13]3[CH:14]=[C:15]4[C:19](=[CH:20][CH:21]=3)[C:18](=[O:22])[N:17]([CH3:23])[CH2:16]4)=[CH:10][CH:9]=2)[CH:5]=[N:6][CH:7]=1.Cl[S:25]([C:28]1[CH:29]=[C:30]([CH:35]=[CH:36][CH:37]=1)[C:31]([O:33][CH3:34])=[O:32])(=[O:27])=[O:26], predict the reaction product. The product is: [CH3:23][N:17]1[CH2:16][C:15]2[C:19](=[CH:20][CH:21]=[C:13]([C:11]3[S:12][C:8]([C:4]4[CH:3]=[C:2]([NH:1][S:25]([C:28]5[CH:29]=[C:30]([CH:35]=[CH:36][CH:37]=5)[C:31]([O:33][CH3:34])=[O:32])(=[O:27])=[O:26])[CH:7]=[N:6][CH:5]=4)=[CH:9][CH:10]=3)[CH:14]=2)[C:18]1=[O:22]. (2) Given the reactants [CH3:1][NH:2][S:3]([C:6]1[CH:7]=[C:8]2[C:12](=[CH:13][CH:14]=1)[NH:11][C:10](=[O:15])[CH2:9]2)(=[O:5])=[O:4].[CH3:16][C:17]1[NH:21][C:20]2[C:22](=O)[CH2:23][CH2:24][C:19]=2[C:18]=1[C:26]([OH:28])=[O:27], predict the reaction product. The product is: [CH3:16][C:17]1[NH:21][C:20]2/[C:22](=[C:9]3\[C:10](=[O:15])[NH:11][C:12]4[C:8]\3=[CH:7][C:6]([S:3](=[O:5])(=[O:4])[NH:2][CH3:1])=[CH:14][CH:13]=4)/[CH2:23][CH2:24][C:19]=2[C:18]=1[C:26]([OH:28])=[O:27]. (3) Given the reactants [F:1][C:2]([F:14])([O:6][C:7]1[CH:8]=[C:9]([CH3:13])[CH:10]=[CH:11][CH:12]=1)[CH:3]([F:5])[F:4].BrN1C(=O)CCC1=O.[O:23]([C:30]1[CH:35]=[CH:34][C:33]([C:36](=[O:43])[CH2:37][C:38]([O:40][CH2:41][CH3:42])=[O:39])=[CH:32][CH:31]=1)[C:24]1[CH:29]=[CH:28][CH:27]=[CH:26][CH:25]=1.[H-].[Na+].FC(F)(OC1C=C(CBr)C=CC=1)C(F)F, predict the reaction product. The product is: [O:43]=[C:36]([C:33]1[CH:34]=[CH:35][C:30]([O:23][C:24]2[CH:29]=[CH:28][CH:27]=[CH:26][CH:25]=2)=[CH:31][CH:32]=1)[CH:37]([CH2:13][C:9]1[CH:10]=[CH:11][CH:12]=[C:7]([O:6][C:2]([F:14])([F:1])[CH:3]([F:4])[F:5])[CH:8]=1)[C:38]([O:40][CH2:41][CH3:42])=[O:39].